This data is from Forward reaction prediction with 1.9M reactions from USPTO patents (1976-2016). The task is: Predict the product of the given reaction. (1) Given the reactants [C:1]([O:5][C:6]([N:8]1[CH2:12][CH:11]([CH2:13][OH:14])[C:10]([F:16])([F:15])[CH2:9]1)=[O:7])([CH3:4])([CH3:3])[CH3:2].F[C:18]1[C:19]([N+:24]([O-:26])=[O:25])=[N:20][CH:21]=[CH:22][CH:23]=1, predict the reaction product. The product is: [F:15][C:10]1([F:16])[CH:11]([CH2:13][O:14][C:18]2[C:19]([N+:24]([O-:26])=[O:25])=[N:20][CH:21]=[CH:22][CH:23]=2)[CH2:12][N:8]([C:6]([O:5][C:1]([CH3:4])([CH3:2])[CH3:3])=[O:7])[CH2:9]1. (2) Given the reactants [F:1][C:2]1[CH:7]=[CH:6][C:5]([F:8])=[CH:4][C:3]=1[CH2:9][CH2:10][O:11][CH2:12][C:13]([NH:15][C:16]([C:18]1[C:23](Cl)=[N:22][CH:21]=[CH:20][N:19]=1)=[O:17])=[NH:14].CS(C)=O.CC([O-])(C)C.[K+].Cl, predict the reaction product. The product is: [F:1][C:2]1[CH:7]=[CH:6][C:5]([F:8])=[CH:4][C:3]=1[CH2:9][CH2:10][O:11][CH2:12][C:13]1[NH:15][C:16](=[O:17])[C:18]2[C:23](=[N:22][CH:21]=[CH:20][N:19]=2)[N:14]=1. (3) Given the reactants Br[C:2]1[C:10]2[N:9]3[CH2:11][CH2:12][NH:13][C:14](=[O:15])[C:8]3=[CH:7][C:6]=2[CH:5]=[C:4]([C:16]#[N:17])[CH:3]=1.[CH2:18](B(O)O)[CH:19]([CH3:21])[CH3:20], predict the reaction product. The product is: [CH2:18]([C:2]1[C:10]2[N:9]3[CH2:11][CH2:12][NH:13][C:14](=[O:15])[C:8]3=[CH:7][C:6]=2[CH:5]=[C:4]([C:16]#[N:17])[CH:3]=1)[CH:19]([CH3:21])[CH3:20]. (4) Given the reactants [CH3:1][O:2][C:3]1[CH:12]=[C:11]2[C:6]([CH2:7][C:8]([CH3:14])([CH3:13])[NH:9][CH2:10]2)=[CH:5][C:4]=1[O:15][Si:16]([CH:23]([CH3:25])[CH3:24])([CH:20]([CH3:22])[CH3:21])[CH:17]([CH3:19])[CH3:18].[CH3:26][O:27][C:28]1[CH:29]=[C:30]([CH:34]=[C:35]([O:39][CH3:40])[C:36]=1[O:37][CH3:38])[C:31](Cl)=[O:32].O, predict the reaction product. The product is: [CH3:1][O:2][C:3]1[CH:12]=[C:11]2[C:6]([CH2:7][C:8]([CH3:13])([CH3:14])[N:9]([C:31]([C:30]3[CH:34]=[C:35]([O:39][CH3:40])[C:36]([O:37][CH3:38])=[C:28]([O:27][CH3:26])[CH:29]=3)=[O:32])[CH2:10]2)=[CH:5][C:4]=1[O:15][Si:16]([CH:23]([CH3:25])[CH3:24])([CH:20]([CH3:22])[CH3:21])[CH:17]([CH3:18])[CH3:19].